Dataset: Catalyst prediction with 721,799 reactions and 888 catalyst types from USPTO. Task: Predict which catalyst facilitates the given reaction. (1) Reactant: [F:1][C:2]([F:17])([F:16])[C:3]1[CH:8]=[CH:7][CH:6]=[CH:5][C:4]=1[N:9]1[CH:13]=[C:12]([C:14]#[N:15])[N:11]=[CH:10]1.NO.Cl.CC[N:23](CC)CC. Product: [F:17][C:2]([F:16])([F:1])[C:3]1[CH:8]=[CH:7][CH:6]=[CH:5][C:4]=1[N:9]1[CH:13]=[C:12]([C:14](=[NH:23])[NH2:15])[N:11]=[CH:10]1. The catalyst class is: 14. (2) Reactant: [F:1][CH:2]([F:12])[S:3]([C:6]1[CH:11]=[CH:10][CH:9]=[CH:8][CH:7]=1)(=[O:5])=[O:4].[OH:13][CH2:14][CH2:15][C:16](=[O:18])[CH3:17].C[Si]([N-][Si](C)(C)C)(C)C.[K+]. Product: [F:12][C:2]([F:1])([S:3]([C:6]1[CH:11]=[CH:10][CH:9]=[CH:8][CH:7]=1)(=[O:5])=[O:4])[C:16]([CH3:17])([OH:18])[CH2:15][CH2:14][OH:13]. The catalyst class is: 1. (3) Reactant: [F:1][C:2]1[CH:7]=[CH:6][C:5](I)=[CH:4][CH:3]=1.[CH2:9]([O:11][C:12]([Sn](CCCC)(CCCC)CCCC)=[CH2:13])[CH3:10]. The catalyst class is: 109. Product: [CH2:12]([O:11][C:9]([C:5]1[CH:6]=[CH:7][C:2]([F:1])=[CH:3][CH:4]=1)=[CH2:10])[CH3:13]. (4) Reactant: [CH:1]([O:4][C:5]([N:7]1[CH2:12][CH2:11][CH:10]([O:13][N:14]=[C:15]2[CH2:20][CH2:19][N:18]([C:21]3[N:26]=[C:25]([C:27]([F:30])([F:29])[F:28])[C:24]([C:31](O)=[O:32])=[CH:23][N:22]=3)[CH2:17][CH2:16]2)[CH2:9][CH2:8]1)=[O:6])([CH3:3])[CH3:2].C(N(CC)CC)C.ClC(OCC)=O.[BH4-].[Na+]. Product: [CH:1]([O:4][C:5]([N:7]1[CH2:8][CH2:9][CH:10]([O:13][N:14]=[C:15]2[CH2:16][CH2:17][N:18]([C:21]3[N:26]=[C:25]([C:27]([F:30])([F:28])[F:29])[C:24]([CH2:31][OH:32])=[CH:23][N:22]=3)[CH2:19][CH2:20]2)[CH2:11][CH2:12]1)=[O:6])([CH3:3])[CH3:2]. The catalyst class is: 20. (5) Reactant: Br[CH2:2][C:3]#[N:4].C(N(C(C)C)C(C)C)C.[CH3:14][O:15][C:16]1[C:36]([O:37][CH3:38])=[CH:35][C:19]([CH2:20][O:21][C:22]([N:24]([CH3:34])[C@@H:25]([CH2:29][S:30][S:31][CH2:32][CH3:33])[C:26]([OH:28])=[O:27])=[O:23])=[C:18]([N+:39]([O-:41])=[O:40])[CH:17]=1.[Cl-].[NH4+]. Product: [CH3:14][O:15][C:16]1[C:36]([O:37][CH3:38])=[CH:35][C:19]([CH2:20][O:21][C:22]([N:24]([CH3:34])[C@@H:25]([CH2:29][S:30][S:31][CH2:32][CH3:33])[C:26]([O:28][CH2:2][C:3]#[N:4])=[O:27])=[O:23])=[C:18]([N+:39]([O-:41])=[O:40])[CH:17]=1. The catalyst class is: 3. (6) Reactant: Cl[C:2]1[CH:9]=[N:8][CH:7]=[CH:6][C:3]=1[C:4]#[N:5].[CH3:10][S-:11].[Na+]. Product: [CH3:10][S:11][C:2]1[CH:9]=[N:8][CH:7]=[CH:6][C:3]=1[C:4]#[N:5]. The catalyst class is: 3. (7) Reactant: [C:1]([NH2:5])(=[O:4])[C:2]#[CH:3].O=[C:7]([CH2:14][C:15]([O:17][CH2:18][CH3:19])=[O:16])[CH2:8][C:9]([O:11][CH2:12][CH3:13])=[O:10].C(=O)([O-])[O-].[Na+].[Na+].Cl. Product: [CH2:12]([O:11][C:9](=[O:10])[CH2:8][C:7]1[NH:5][C:1](=[O:4])[CH:2]=[CH:3][C:14]=1[C:15]([O:17][CH2:18][CH3:19])=[O:16])[CH3:13]. The catalyst class is: 6. (8) Reactant: [CH2:1]([O:8][C:9]1[C:14]([C:15]([O:17]C)=[O:16])=[CH:13][C:12]([C:19]2[CH:24]=[CH:23][C:22]([Cl:25])=[CH:21][CH:20]=2)=[C:11]([C:26]2[CH:31]=[CH:30][C:29]([Cl:32])=[CH:28][C:27]=2[Cl:33])[N:10]=1)[C:2]1[CH:7]=[CH:6][CH:5]=[CH:4][CH:3]=1.[OH-].[Na+].Cl. Product: [CH2:1]([O:8][C:9]1[C:14]([C:15]([OH:17])=[O:16])=[CH:13][C:12]([C:19]2[CH:20]=[CH:21][C:22]([Cl:25])=[CH:23][CH:24]=2)=[C:11]([C:26]2[CH:31]=[CH:30][C:29]([Cl:32])=[CH:28][C:27]=2[Cl:33])[N:10]=1)[C:2]1[CH:3]=[CH:4][CH:5]=[CH:6][CH:7]=1. The catalyst class is: 24. (9) Reactant: [Cl:1][C:2]1[C:8](Cl)=[CH:7][C:5]([NH2:6])=[C:4]([N+:10]([O-:12])=[O:11])[CH:3]=1.C(=O)([O-])[O-].[K+].[K+].[F:19][C:20]([F:29])([F:28])[C:21]1[CH:26]=[CH:25][C:24]([OH:27])=[CH:23][CH:22]=1. Product: [Cl:1][C:2]1[C:8]([O:27][C:24]2[CH:25]=[CH:26][C:21]([C:20]([F:19])([F:28])[F:29])=[CH:22][CH:23]=2)=[CH:7][C:5]([NH2:6])=[C:4]([N+:10]([O-:12])=[O:11])[CH:3]=1. The catalyst class is: 16. (10) Reactant: [C:1]([C:4]1[O:5][C:6](=O)[C:7]2[C:12]([C:13]=1[C:14]1[CH:19]=[CH:18][CH:17]=[CH:16][CH:15]=1)=[CH:11][C:10]([Br:20])=[CH:9][CH:8]=2)(=[O:3])[CH3:2].[CH2:22]([O:24][C:25]([CH:27]1[CH2:32][CH2:31][N:30]([S:33]([C:36]2[CH:41]=[CH:40][C:39]([CH2:42][NH2:43])=[CH:38][CH:37]=2)(=[O:35])=[O:34])[CH2:29][CH2:28]1)=[O:26])[CH3:23].C(N(CC)CC)C. Product: [CH2:22]([O:24][C:25]([CH:27]1[CH2:32][CH2:31][N:30]([S:33]([C:36]2[CH:41]=[CH:40][C:39]([CH2:42][N:43]3[C:4]([C:1](=[O:3])[CH3:2])=[C:13]([C:14]4[CH:15]=[CH:16][CH:17]=[CH:18][CH:19]=4)[C:12]4[C:7](=[CH:8][CH:9]=[C:10]([Br:20])[CH:11]=4)[C:6]3=[O:5])=[CH:38][CH:37]=2)(=[O:34])=[O:35])[CH2:29][CH2:28]1)=[O:26])[CH3:23]. The catalyst class is: 5.